This data is from Full USPTO retrosynthesis dataset with 1.9M reactions from patents (1976-2016). The task is: Predict the reactants needed to synthesize the given product. (1) Given the product [CH2:22]([NH:24][C:19]([C:12]1[N:13]([CH3:18])[C:14]2[C:10]([CH:11]=1)=[C:9]([OH:8])[CH:17]=[CH:16][CH:15]=2)=[O:21])[CH3:23], predict the reactants needed to synthesize it. The reactants are: C([O:8][C:9]1[CH:17]=[CH:16][CH:15]=[C:14]2[C:10]=1[CH:11]=[C:12]([C:19]([OH:21])=O)[N:13]2[CH3:18])C1C=CC=CC=1.[CH2:22]([NH2:24])[CH3:23]. (2) Given the product [OH:4][CH2:3][CH2:2][N:1]([C:9]1[CH:14]=[C:13]([C:15]2[CH:20]=[CH:19][CH:18]=[CH:17][N:16]=2)[N:12]=[C:11]([C:21]2[CH:26]=[CH:25][CH:24]=[CH:23][N:22]=2)[CH:10]=1)[CH2:5][CH2:6][OH:7], predict the reactants needed to synthesize it. The reactants are: [NH:1]([CH2:5][CH2:6][OH:7])[CH2:2][CH2:3][OH:4].Cl[C:9]1[CH:14]=[C:13]([C:15]2[CH:20]=[CH:19][CH:18]=[CH:17][N:16]=2)[N:12]=[C:11]([C:21]2[CH:26]=[CH:25][CH:24]=[CH:23][N:22]=2)[CH:10]=1. (3) Given the product [C:31]([O:30][C:28]([N:35]1[CH2:40][CH2:39][N:38]([CH2:2][C:3]2[N:8]=[C:7]3[N:9]=[C:10]([C:12]4[CH:17]=[CH:16][CH:15]=[C:14]([N+:18]([O-:20])=[O:19])[CH:13]=4)[O:11][C:6]3=[CH:5][CH:4]=2)[CH2:37][CH2:36]1)=[O:29])([CH3:34])([CH3:32])[CH3:33], predict the reactants needed to synthesize it. The reactants are: Br[CH2:2][C:3]1[N:8]=[C:7]2[N:9]=[C:10]([C:12]3[CH:17]=[CH:16][CH:15]=[C:14]([N+:18]([O-:20])=[O:19])[CH:13]=3)[O:11][C:6]2=[CH:5][CH:4]=1.CCN(CC)CC.[C:28]([N:35]1[CH2:40][CH2:39][NH:38][CH2:37][CH2:36]1)([O:30][C:31]([CH3:34])([CH3:33])[CH3:32])=[O:29]. (4) Given the product [OH:5][CH2:6][C:7]1[CH:8]=[CH:9][C:10]2[N:14]=[CH:13][N:12]([C:15]3[S:19][C:18]([C:20]([O:22][CH3:23])=[O:21])=[C:17]([O:24][C@@H:25]([C:27]4[CH:32]=[CH:31][CH:30]=[CH:29][C:28]=4[C:33]([F:34])([F:35])[F:36])[CH3:26])[CH:16]=3)[C:11]=2[CH:37]=1, predict the reactants needed to synthesize it. The reactants are: CC(C)(C)C([O:5][CH2:6][C:7]1[CH:8]=[CH:9][C:10]2[N:14]=[CH:13][N:12]([C:15]3[S:19][C:18]([C:20]([O:22][CH3:23])=[O:21])=[C:17]([O:24][C@@H:25]([C:27]4[CH:32]=[CH:31][CH:30]=[CH:29][C:28]=4[C:33]([F:36])([F:35])[F:34])[CH3:26])[CH:16]=3)[C:11]=2[CH:37]=1)=O.[OH-].[Na+]. (5) Given the product [F:25][C:24]([F:26])([F:27])[C:23]([NH:22][C:18]1[C:19]([CH3:21])=[CH:20][C:15]([C:8]2[CH:9]=[CH:10][C:5]([C:1]([CH3:4])([CH3:3])[CH3:2])=[CH:6][CH:7]=2)=[CH:16][C:17]=1[CH3:29])=[O:28], predict the reactants needed to synthesize it. The reactants are: [C:1]([C:5]1[CH:10]=[CH:9][C:8](B(O)O)=[CH:7][CH:6]=1)([CH3:4])([CH3:3])[CH3:2].Br[C:15]1[CH:20]=[C:19]([CH3:21])[C:18]([NH:22][C:23](=[O:28])[C:24]([F:27])([F:26])[F:25])=[C:17]([CH3:29])[CH:16]=1.C([O-])([O-])=O.[Na+].[Na+]. (6) The reactants are: [F:1][C:2]([F:15])([F:14])[S:3](O[S:3]([C:2]([F:15])([F:14])[F:1])(=[O:5])=[O:4])(=[O:5])=[O:4].[CH2:16]([O:23][C:24]1[CH:25]=[C:26]([CH:29]=[CH:30][C:31]=1O)[CH:27]=[O:28])[C:17]1[CH:22]=[CH:21][CH:20]=[CH:19][CH:18]=1. Given the product [CH2:16]([O:23][C:24]1[CH:25]=[C:26]([CH:29]=[CH:30][C:31]=1[S:3]([C:2]([F:15])([F:14])[F:1])(=[O:5])=[O:4])[CH:27]=[O:28])[C:17]1[CH:18]=[CH:19][CH:20]=[CH:21][CH:22]=1, predict the reactants needed to synthesize it. (7) Given the product [C:1]([O:5][C:6]([N:8]1[CH2:13][CH2:12][N:11]([C:14]2[N:19]=[C:18]([C:20]3[CH:25]=[CH:24][N:23]=[C:22]([NH:39][CH:33]4[CH2:38][CH2:37][CH2:36][CH2:35][CH2:34]4)[CH:21]=3)[CH:17]=[CH:16][CH:15]=2)[CH2:10][CH2:9]1)=[O:7])([CH3:4])([CH3:3])[CH3:2], predict the reactants needed to synthesize it. The reactants are: [C:1]([O:5][C:6]([N:8]1[CH2:13][CH2:12][N:11]([C:14]2[N:19]=[C:18]([C:20]3[CH:25]=[CH:24][N:23]=[C:22](Cl)[CH:21]=3)[CH:17]=[CH:16][CH:15]=2)[CH2:10][CH2:9]1)=[O:7])([CH3:4])([CH3:3])[CH3:2].CC([O-])(C)C.[Na+].[CH:33]1([NH2:39])[CH2:38][CH2:37][CH2:36][CH2:35][CH2:34]1. (8) Given the product [CH3:8][C:6]1[CH:7]=[C:2]([O:1][CH2:45][CH:46]2[CH2:50][CH2:49][CH2:48][O:47]2)[CH:3]=[C:4]([CH3:33])[C:5]=1[C:9]1[CH:14]=[CH:13][CH:12]=[C:11]([CH2:15][O:16][C:17]2[CH:22]=[CH:21][C:20]([C:23]3([CH2:27][C:28]([O:30][CH2:31][CH3:32])=[O:29])[CH2:24][O:25][CH2:26]3)=[CH:19][CH:18]=2)[CH:10]=1, predict the reactants needed to synthesize it. The reactants are: [OH:1][C:2]1[CH:7]=[C:6]([CH3:8])[C:5]([C:9]2[CH:14]=[CH:13][CH:12]=[C:11]([CH2:15][O:16][C:17]3[CH:22]=[CH:21][C:20]([C:23]4([CH2:27][C:28]([O:30][CH2:31][CH3:32])=[O:29])[CH2:26][O:25][CH2:24]4)=[CH:19][CH:18]=3)[CH:10]=2)=[C:4]([CH3:33])[CH:3]=1.CC1C=CC(S(O[CH2:45][CH:46]2[CH2:50][CH2:49][CH2:48][O:47]2)(=O)=O)=CC=1.C(=O)([O-])[O-].[Cs+].[Cs+]. (9) Given the product [Cl:1][C:2]1[N:6]2[CH:7]=[C:8]([C:15]3[CH:16]=[N:17][NH:18][CH:19]=3)[CH:9]=[C:10]([C:11]([F:13])([F:14])[F:12])[C:5]2=[N:4][C:3]=1[C:20]([N:23]1[CH2:24][CH2:25][CH:26]([N:29]2[CH2:33][C:32](=[O:34])[NH:31][C:30]2=[O:35])[CH2:27][CH2:28]1)=[O:22], predict the reactants needed to synthesize it. The reactants are: [Cl:1][C:2]1[N:6]2[CH:7]=[C:8]([C:15]3[CH:16]=[N:17][NH:18][CH:19]=3)[CH:9]=[C:10]([C:11]([F:14])([F:13])[F:12])[C:5]2=[N:4][C:3]=1[C:20]([OH:22])=O.[NH:23]1[CH2:28][CH2:27][CH:26]([N:29]2[CH2:33][C:32](=[O:34])[NH:31][C:30]2=[O:35])[CH2:25][CH2:24]1.CCN(C(C)C)C(C)C.CN(C(ON1N=NC2C=CC=NC1=2)=[N+](C)C)C.F[P-](F)(F)(F)(F)F. (10) The reactants are: [O:1]1[C:5]2[CH:6]=[CH:7][C:8]([C:10]#[N:11])=[CH:9][C:4]=2[CH2:3][CH2:2]1.[N-:12]=[N+:13]=[N-:14].[Na+].CC(O)C.[OH-].[Na+]. Given the product [O:1]1[C:5]2[CH:6]=[CH:7][C:8]([C:10]3[NH:14][N:13]=[N:12][N:11]=3)=[CH:9][C:4]=2[CH2:3][CH2:2]1, predict the reactants needed to synthesize it.